Dataset: Full USPTO retrosynthesis dataset with 1.9M reactions from patents (1976-2016). Task: Predict the reactants needed to synthesize the given product. (1) Given the product [F:14][C:13]1([F:15])[CH2:12][O:11][C:10]([NH2:16])=[N:9][C@@:8]21[C:17]1[C:5](=[CH:4][CH:3]=[C:2]([C:23]3[CH:24]=[N:19][CH:20]=[N:21][CH:22]=3)[CH:18]=1)[CH2:6][CH2:7]2, predict the reactants needed to synthesize it. The reactants are: Br[C:2]1[CH:18]=[C:17]2[C:5]([CH2:6][CH2:7][C@@:8]32[C:13]([F:15])([F:14])[CH2:12][O:11][C:10]([NH2:16])=[N:9]3)=[CH:4][CH:3]=1.[N:19]1[CH:24]=[C:23](B(O)O)[CH:22]=[N:21][CH:20]=1.COCCOC. (2) Given the product [ClH:1].[NH2:24][CH2:23][C@H:22]([C:19]1[CH:18]=[CH:17][C:16]([C:5]2[C:6]3[C:7]4[CH:15]=[CH:14][S:13][C:8]=4[C:9](=[O:12])[NH:10][C:11]=3[C:2]([Cl:1])=[CH:3][C:4]=2[OH:33])=[CH:21][CH:20]=1)[CH3:32], predict the reactants needed to synthesize it. The reactants are: [Cl:1][C:2]1[C:11]2[NH:10][C:9](=[O:12])[C:8]3[S:13][CH:14]=[CH:15][C:7]=3[C:6]=2[C:5]([C:16]2[CH:21]=[CH:20][C:19]([C@H:22]([CH3:32])[CH2:23][NH:24]C(=O)OC(C)(C)C)=[CH:18][CH:17]=2)=[C:4]([O:33]C)[CH:3]=1.BrB(Br)Br.